Dataset: Catalyst prediction with 721,799 reactions and 888 catalyst types from USPTO. Task: Predict which catalyst facilitates the given reaction. (1) Reactant: [F:1][C:2]1[CH:7]=[CH:6][CH:5]=[C:4]([F:8])[C:3]=1[C:9]1[CH:21]=[CH:20][C:19]([C:22]([NH2:24])=[O:23])=[C:18]2[C:10]=1[C:11]1[CH2:12][CH2:13][CH:14]([C:25](N(OC)C)=[O:26])[CH2:15][C:16]=1[NH:17]2.[CH3:31][Mg]Br.Cl. Product: [C:25]([CH:14]1[CH2:13][CH2:12][C:11]2[C:10]3[C:18](=[C:19]([C:22]([NH2:24])=[O:23])[CH:20]=[CH:21][C:9]=3[C:3]3[C:2]([F:1])=[CH:7][CH:6]=[CH:5][C:4]=3[F:8])[NH:17][C:16]=2[CH2:15]1)(=[O:26])[CH3:31]. The catalyst class is: 1. (2) Reactant: [CH2:1]([O:3][C:4]([C:6]1[S:10][C:9]([CH3:11])=[N:8][C:7]=1[S:12]C(=O)N(C)C)=[O:5])[CH3:2].[H-].[Na+]. Product: [CH2:1]([O:3][C:4]([C:6]1[S:10][C:9]([CH3:11])=[N:8][C:7]=1[SH:12])=[O:5])[CH3:2]. The catalyst class is: 5.